The task is: Predict the product of the given reaction.. This data is from Forward reaction prediction with 1.9M reactions from USPTO patents (1976-2016). (1) Given the reactants [CH3:1][N:2]([CH:16]1[CH2:21][CH2:20][N:19]([CH3:22])[CH2:18][CH2:17]1)[S:3]([C:6]1[CH:11]=[CH:10][C:9](Cl)=[C:8]([N+:13]([O-:15])=[O:14])[CH:7]=1)(=[O:5])=[O:4].[CH3:23][NH2:24], predict the reaction product. The product is: [CH3:1][N:2]([CH:16]1[CH2:21][CH2:20][N:19]([CH3:22])[CH2:18][CH2:17]1)[S:3]([C:6]1[CH:11]=[CH:10][C:9]([NH:24][CH3:23])=[C:8]([N+:13]([O-:15])=[O:14])[CH:7]=1)(=[O:5])=[O:4]. (2) Given the reactants [O:1]1[CH2:6][CH2:5][CH2:4][CH2:3][CH:2]1[O:7][CH2:8][CH2:9][CH2:10][C:11]1([C:24]#[N:25])[CH2:18][C:17]2[C:12]1(OC)[CH:13]=[C:14]([O:20][CH3:21])[C:15](=[O:19])[CH:16]=2.CC(O)=O.C1COCC1.C([O-])(O)=O.[Na+], predict the reaction product. The product is: [OH:19][C:15]1[CH:16]=[C:17]2[C:12](=[CH:13][C:14]=1[O:20][CH3:21])[C:11]([CH2:10][CH2:9][CH2:8][O:7][CH:2]1[CH2:3][CH2:4][CH2:5][CH2:6][O:1]1)([C:24]#[N:25])[CH2:18]2. (3) Given the reactants FC1C=C(C(Cl)=O)C=CC=1.[Cl:11][C:12]1[CH:18]=[C:17]([O:19][C:20]2[C:29]3[C:24](=[CH:25][C:26]([O:32][CH3:33])=[C:27]([O:30][CH3:31])[CH:28]=3)[N:23]=[CH:22][CH:21]=2)[CH:16]=[CH:15][C:13]=1[NH2:14].[F:34][C:35]1[CH:36]=[C:37]([C:41]([N:43]=[C:44]=[S:45])=[O:42])[CH:38]=[CH:39][CH:40]=1, predict the reaction product. The product is: [F:34][C:35]1[CH:36]=[C:37]([C:41]([N:43]=[C:44]=[S:45])=[O:42])[CH:38]=[CH:39][CH:40]=1.[Cl:11][C:12]1[CH:18]=[C:17]([O:19][C:20]2[C:29]3[C:24](=[CH:25][C:26]([O:32][CH3:33])=[C:27]([O:30][CH3:31])[CH:28]=3)[N:23]=[CH:22][CH:21]=2)[CH:16]=[CH:15][C:13]=1[NH:14][C:44]([NH:43][C:41](=[O:42])[C:37]1[CH:38]=[CH:39][CH:40]=[C:35]([F:34])[CH:36]=1)=[S:45].